Dataset: Reaction yield outcomes from USPTO patents with 853,638 reactions. Task: Predict the reaction yield, written as a fraction of the theoretical maximum amount of product (1.0 means a 100% yield; for example, 0.34 means a 34% yield). (1) The reactants are [CH3:1][O:2][C:3]1[C:8]2[C:9](=O)[CH2:10][O:11][C:7]=2[CH:6]=[CH:5][CH:4]=1.C([O-])(=O)C.[Na+].Cl.[NH2:19][OH:20]. The catalyst is C(O)C. The product is [CH3:1][O:2][C:3]1[C:8]2[C:9](=[N:19][OH:20])[CH2:10][O:11][C:7]=2[CH:6]=[CH:5][CH:4]=1. The yield is 1.00. (2) The reactants are CS[C:3]([S:12][CH3:13])=[C:4]([C:10]#[N:11])[C:5]([O:7][CH2:8][CH3:9])=[O:6].[NH2:14][C:15]1[CH:20]=[CH:19][CH:18]=[CH:17][CH:16]=1. The catalyst is C(O)C. The product is [C:10]([C:4](=[C:3]([S:12][CH3:13])[NH:14][C:15]1[CH:20]=[CH:19][CH:18]=[CH:17][CH:16]=1)[C:5]([O:7][CH2:8][CH3:9])=[O:6])#[N:11]. The yield is 0.880. (3) The reactants are [F:1][C:2]1[C:10]2[N:11]([C:15]3[CH:20]=[CH:19][C:18]([I:21])=[CH:17][C:16]=3[F:22])[C:12](=[O:14])[NH:13][C:9]=2[C:8]2[O:7][CH:6]=[CH:5][C:4]=2[C:3]=1[F:23].[CH:24]1([S:27](Cl)(=[O:29])=[O:28])[CH2:26][CH2:25]1.C(OCC)(=O)C. The catalyst is C(Cl)Cl.CN(C1C=CN=CC=1)C.CCCCCC. The product is [CH:24]1([S:27]([N:13]2[C:9]3[C:8]4[O:7][CH:6]=[CH:5][C:4]=4[C:3]([F:23])=[C:2]([F:1])[C:10]=3[N:11]([C:15]3[CH:20]=[CH:19][C:18]([I:21])=[CH:17][C:16]=3[F:22])[C:12]2=[O:14])(=[O:29])=[O:28])[CH2:26][CH2:25]1. The yield is 0.500.